This data is from Forward reaction prediction with 1.9M reactions from USPTO patents (1976-2016). The task is: Predict the product of the given reaction. Given the reactants [O:1]1[CH2:6][CH2:5][N:4]([C:7]2[C:8]([NH2:26])=[N:9][C:10]3[C:15]([CH:16]=2)=[CH:14][C:13](B2OC(C)(C)C(C)(C)O2)=[CH:12][CH:11]=3)[CH2:3][CH2:2]1.Br[C:28]1[C:33]([CH3:34])=[CH:32][CH:31]=[CH:30][C:29]=1[C:35]([CH:37]1[CH2:41][CH2:40][CH2:39][O:38]1)=[O:36].[O-]P([O-])([O-])=O.[K+].[K+].[K+].C1(P(C2CCCCC2)C2C=CC=CC=2C2C(C(C)C)=CC(C(C)C)=CC=2C(C)C)CCCCC1, predict the reaction product. The product is: [NH2:26][C:8]1[C:7]([N:4]2[CH2:3][CH2:2][O:1][CH2:6][CH2:5]2)=[CH:16][C:15]2[C:10](=[CH:11][CH:12]=[C:13]([C:28]3[C:33]([CH3:34])=[CH:32][CH:31]=[CH:30][C:29]=3[C:35]([CH:37]3[CH2:41][CH2:40][CH2:39][O:38]3)=[O:36])[CH:14]=2)[N:9]=1.